Dataset: Reaction yield outcomes from USPTO patents with 853,638 reactions. Task: Predict the reaction yield, written as a fraction of the theoretical maximum amount of product (1.0 means a 100% yield; for example, 0.34 means a 34% yield). (1) The reactants are [F:1][C:2]1[CH:7]=[CH:6][CH:5]=[CH:4][C:3]=1[C@@H:8]([N:20]1[CH2:25][CH2:24][CH2:23][CH2:22][CH2:21]1)[C:9]([O:11][C@H](C1C=CC=CC=1)C)=[O:10]. The catalyst is C(O)C.[OH-].[OH-].[Pd+2]. The product is [F:1][C:2]1[CH:7]=[CH:6][CH:5]=[CH:4][C:3]=1[C@@H:8]([N:20]1[CH2:25][CH2:24][CH2:23][CH2:22][CH2:21]1)[C:9]([OH:11])=[O:10]. The yield is 0.980. (2) The reactants are [F:1][C:2]1[CH:3]=[C:4]([O:17][CH2:18][CH2:19][O:20][CH3:21])[C:5]([O:12][CH2:13][CH2:14][O:15][CH3:16])=[C:6]([CH:11]=1)[C:7](OC)=[O:8].[H-].[Al+3].[Li+].[H-].[H-].[H-].O1CCCC1. No catalyst specified. The product is [F:1][C:2]1[CH:3]=[C:4]([O:17][CH2:18][CH2:19][O:20][CH3:21])[C:5]([O:12][CH2:13][CH2:14][O:15][CH3:16])=[C:6]([CH2:7][OH:8])[CH:11]=1. The yield is 0.970. (3) The reactants are [NH2:1][C:2]1[N:7]=[C:6]([NH2:8])[C:5]([O:9][CH2:10][CH2:11][CH2:12][O:13][C:14]2[C:23]3[C:18](=[CH:19][C:20]([F:24])=[CH:21][CH:22]=3)[N:17]=[C:16]([CH3:25])[CH:15]=2)=[C:4]([CH2:26][CH3:27])[N:3]=1.[ClH:28]. The catalyst is CO. The product is [ClH:28].[NH2:1][C:2]1[N:7]=[C:6]([NH2:8])[C:5]([O:9][CH2:10][CH2:11][CH2:12][O:13][C:14]2[C:23]3[C:18](=[CH:19][C:20]([F:24])=[CH:21][CH:22]=3)[N:17]=[C:16]([CH3:25])[CH:15]=2)=[C:4]([CH2:26][CH3:27])[N:3]=1. The yield is 0.940. (4) The reactants are [Cl:1][C:2]1[CH:3]=[C:4]2[C:8](=[CH:9][CH:10]=1)[NH:7][CH:6]=[C:5]2[CH2:11][CH2:12][NH:13][C:14](=[O:22])[C:15]1[CH:20]=[CH:19][C:18](I)=[CH:17][CH:16]=1.[CH3:23][C:24]1[CH:29]=[CH:28][CH:27]=[C:26]([CH3:30])[C:25]=1B(O)O.C(=O)([O-])[O-].[Na+].[Na+]. The catalyst is C(COC)OC.O.C1C=CC([P]([Pd]([P](C2C=CC=CC=2)(C2C=CC=CC=2)C2C=CC=CC=2)([P](C2C=CC=CC=2)(C2C=CC=CC=2)C2C=CC=CC=2)[P](C2C=CC=CC=2)(C2C=CC=CC=2)C2C=CC=CC=2)(C2C=CC=CC=2)C2C=CC=CC=2)=CC=1. The product is [Cl:1][C:2]1[CH:3]=[C:4]2[C:8](=[CH:9][CH:10]=1)[NH:7][CH:6]=[C:5]2[CH2:11][CH2:12][NH:13][C:14]([C:15]1[CH:20]=[CH:19][C:18]([C:25]2[C:26]([CH3:30])=[CH:27][CH:28]=[CH:29][C:24]=2[CH3:23])=[CH:17][CH:16]=1)=[O:22]. The yield is 0.470. (5) The reactants are Br[C:2]1[CH:11]=[CH:10][CH:9]=[CH:8][C:3]=1[C:4]([O:6][CH3:7])=[O:5].[C:12]1([O:18][CH2:19][CH:20]=[CH2:21])[CH:17]=[CH:16][CH:15]=[CH:14][CH:13]=1.C1(C)C=CC=CC=1P(C1C=CC=CC=1C)C1C=CC=CC=1C.C(N(CC)CC)C. The catalyst is C(#N)C.C([O-])(=O)C.[Pd+2].C([O-])(=O)C. The product is [O:18]([CH2:19][CH:20]=[CH:21][C:2]1[CH:11]=[CH:10][CH:9]=[CH:8][C:3]=1[C:4]([O:6][CH3:7])=[O:5])[C:12]1[CH:17]=[CH:16][CH:15]=[CH:14][CH:13]=1. The yield is 0.150. (6) The reactants are [OH:1][C:2]1[CH:11]=[C:10]2[C:5]([CH:6]=[CH:7][CH:8]=[C:9]2[NH:12][C:13](=[O:19])[O:14][C:15]([CH3:18])([CH3:17])[CH3:16])=[CH:4][CH:3]=1.C(=O)([O-])[O-].[Cs+].[Cs+].I[CH2:27][CH3:28].O. The catalyst is CN(C=O)C. The product is [CH2:27]([O:1][C:2]1[CH:11]=[C:10]2[C:5]([CH:6]=[CH:7][CH:8]=[C:9]2[NH:12][C:13](=[O:19])[O:14][C:15]([CH3:16])([CH3:18])[CH3:17])=[CH:4][CH:3]=1)[CH3:28]. The yield is 0.675. (7) The reactants are FC(F)(F)C(O)=O.[Cl:8][C:9]1[CH:14]=[C:13]([Cl:15])[CH:12]=[CH:11][C:10]=1[C@H:16]([N:18]1[C:22]2[CH:23]=[C:24]([N:27]3[CH2:32][CH2:31][N:30]([C:33]([C@H:35]4[CH2:39][CH2:38][CH2:37][N:36]4C(OC(C)(C)C)=O)=[O:34])[C@H:29]([CH3:47])[CH2:28]3)[CH:25]=[CH:26][C:21]=2[N:20]=[CH:19]1)[CH3:17]. The catalyst is ClCCl. The product is [Cl:8][C:9]1[CH:14]=[C:13]([Cl:15])[CH:12]=[CH:11][C:10]=1[C@H:16]([N:18]1[C:22]2[CH:23]=[C:24]([N:27]3[CH2:32][CH2:31][N:30]([C:33]([C@H:35]4[CH2:39][CH2:38][CH2:37][NH:36]4)=[O:34])[C@H:29]([CH3:47])[CH2:28]3)[CH:25]=[CH:26][C:21]=2[N:20]=[CH:19]1)[CH3:17]. The yield is 0.120. (8) The reactants are Cl[CH2:2][CH2:3][CH2:4][Si:5]([CH3:8])([CH3:7])[CH3:6].[OH:9][C:10]1[CH:17]=[CH:16][C:13]([CH:14]=[O:15])=[CH:12][CH:11]=1.C(=O)([O-])[O-].[K+].[K+]. The catalyst is CN(C=O)C. The product is [CH3:6][Si:5]([CH3:8])([CH3:7])[CH2:4][CH2:3][CH2:2][O:9][C:10]1[CH:17]=[CH:16][C:13]([CH:14]=[O:15])=[CH:12][CH:11]=1. The yield is 0.860.